From a dataset of Reaction yield outcomes from USPTO patents with 853,638 reactions. Predict the reaction yield, written as a fraction of the theoretical maximum amount of product (1.0 means a 100% yield; for example, 0.34 means a 34% yield). (1) The reactants are [Br:1][C:2]1[CH:7]=[CH:6][C:5]([C:8]2[N:12]=[CH:11][NH:10][N:9]=2)=[C:4]([F:13])[C:3]=1[CH3:14].[O:15]1[CH:20]=[CH:19][CH2:18][CH2:17][CH2:16]1. The catalyst is O1CCCC1.C(OCC)(=O)C.CS(O)(=O)=O. The product is [Br:1][C:2]1[CH:7]=[CH:6][C:5]([C:8]2[N:12]([CH:16]3[CH2:17][CH2:18][CH2:19][CH2:20][O:15]3)[CH:11]=[N:10][N:9]=2)=[C:4]([F:13])[C:3]=1[CH3:14]. The yield is 0.950. (2) The reactants are [CH3:1][N:2]1[C:6]([C:7]2[CH:8]=[C:9]([C:12]([OH:14])=O)[S:10][CH:11]=2)=[CH:5][CH:4]=[N:3]1.[NH2:15][C@@H:16]([CH2:29][C:30]1[CH:35]=[CH:34][C:33]([F:36])=[CH:32][C:31]=1[F:37])[CH2:17][N:18]1[C:26](=[O:27])[C:25]2[C:20](=[CH:21][CH:22]=[CH:23][CH:24]=2)[C:19]1=[O:28].FC1C=CC=C(F)C=1C[C@@H](C(O)=O)N.C1CN([P+](Br)(N2CCCC2)N2CCCC2)CC1.F[P-](F)(F)(F)(F)F.CCN(C(C)C)C(C)C. The catalyst is C(Cl)(Cl)Cl. The product is [F:37][C:31]1[CH:32]=[C:33]([F:36])[CH:34]=[CH:35][C:30]=1[CH2:29][C@H:16]([NH:15][C:12]([C:9]1[S:10][CH:11]=[C:7]([C:6]2[N:2]([CH3:1])[N:3]=[CH:4][CH:5]=2)[CH:8]=1)=[O:14])[CH2:17][N:18]1[C:26](=[O:27])[C:25]2[C:20](=[CH:21][CH:22]=[CH:23][CH:24]=2)[C:19]1=[O:28]. The yield is 0.460. (3) The reactants are [CH:1]1([C:4]2[CH:9]=[CH:8][N:7]=[CH:6][CH:5]=2)[CH2:3][CH2:2]1.C[N:11](C)C1C=CC=CC=1. The catalyst is C1(C)C=CC=CC=1.O.C(OCC)(=O)C. The product is [CH:1]1([C:4]2[CH:9]=[CH:8][N:7]=[C:6]([NH2:11])[CH:5]=2)[CH2:3][CH2:2]1. The yield is 0.120. (4) The reactants are [C:1]([O:9][CH:10]1CC(C2N3C4C=CN(S(C5C=CC(C)=CC=5)(=O)=O)C=4N=CC3=NN=2)C(CC)[CH2:11]1)(=[O:8])C1C=CC=CC=1.[CH3:39][C:40]([Si:43](Cl)([CH3:45])[CH3:44])([CH3:42])[CH3:41].N1C=CN=C1.[CH3:52][CH2:53][CH2:54][CH2:55][CH2:56][CH2:57][CH3:58].CN(C=[O:63])C. No catalyst specified. The product is [Si:43]([O:63][CH:54]1[CH2:53][CH:52]([C:1]([O:9][CH2:10][CH3:11])=[O:8])[CH:56]([CH2:57][CH3:58])[CH2:55]1)([C:40]([CH3:42])([CH3:41])[CH3:39])([CH3:45])[CH3:44]. The yield is 0.640.